From a dataset of Forward reaction prediction with 1.9M reactions from USPTO patents (1976-2016). Predict the product of the given reaction. (1) Given the reactants [CH2:1]([O:8][C:9]1[CH:45]=[CH:44][C:12]([C:13]([O:15][C:16]2[CH:21]=[CH:20][C:19]([CH2:22][C@H:23]([NH:31][C:32](=[O:43])[C:33]3[CH:38]=[CH:37][C:36]([C:39]([CH3:42])([CH3:41])[CH3:40])=[CH:35][CH:34]=3)[C:24]([O:26]C(C)(C)C)=[O:25])=[CH:18][CH:17]=2)=[O:14])=[CH:11][CH:10]=1)[CH2:2][CH2:3][CH2:4][CH2:5][CH2:6][CH3:7].C(O)(C(F)(F)F)=O, predict the reaction product. The product is: [C:39]([C:36]1[CH:37]=[CH:38][C:33]([C:32]([NH:31][C@@H:23]([CH2:22][C:19]2[CH:20]=[CH:21][C:16]([O:15][C:13](=[O:14])[C:12]3[CH:11]=[CH:10][C:9]([O:8][CH2:1][CH2:2][CH2:3][CH2:4][CH2:5][CH2:6][CH3:7])=[CH:45][CH:44]=3)=[CH:17][CH:18]=2)[C:24]([OH:26])=[O:25])=[O:43])=[CH:34][CH:35]=1)([CH3:40])([CH3:41])[CH3:42]. (2) Given the reactants [F:1][C:2]1[CH:34]=[CH:33][C:5]2[N:6]([CH:10]3[CH2:15][CH2:14][N:13]([CH2:16][C@H:17]([OH:32])[CH2:18][O:19][C:20]4[CH:25]=[C:24]([O:26][CH3:27])[CH:23]=[CH:22][C:21]=4[NH:28][C:29](=[O:31])[CH3:30])[CH2:12][CH2:11]3)[C:7](=[O:9])[NH:8][C:4]=2[CH:3]=1.CN(C=O)C.B(Br)(Br)[Br:41], predict the reaction product. The product is: [Br:41][C:23]1[C:24]([O:26][CH3:27])=[CH:25][C:20]([O:19][CH2:18][C@@H:17]([OH:32])[CH2:16][N:13]2[CH2:12][CH2:11][CH:10]([N:6]3[C:5]4[CH:33]=[CH:34][C:2]([F:1])=[CH:3][C:4]=4[NH:8][C:7]3=[O:9])[CH2:15][CH2:14]2)=[C:21]([NH:28][C:29](=[O:31])[CH3:30])[CH:22]=1. (3) Given the reactants C([O:3][C:4](=[O:27])[CH2:5][CH:6]([C:21]1[CH:22]=[N:23][CH:24]=[N:25][CH:26]=1)[CH2:7][CH2:8][CH2:9][CH2:10][CH2:11][CH2:12][C:13]1[CH:18]=[CH:17][CH:16]=[C:15]([NH:19][CH3:20])[N:14]=1)C.[OH-].[Na+].Cl, predict the reaction product. The product is: [CH3:20][NH:19][C:15]1[N:14]=[C:13]([CH2:12][CH2:11][CH2:10][CH2:9][CH2:8][CH2:7][CH:6]([C:21]2[CH:22]=[N:23][CH:24]=[N:25][CH:26]=2)[CH2:5][C:4]([OH:27])=[O:3])[CH:18]=[CH:17][CH:16]=1. (4) Given the reactants [F:1][C:2]([F:16])([F:15])[C:3](=[N:5][NH:6][C:7]1[CH:12]=[CH:11][C:10]([O:13][CH3:14])=[CH:9][CH:8]=1)[NH2:4].N1C=CC=CC=1.[CH3:23][O:24][C:25]1[CH:33]=[CH:32][C:28]([C:29](Cl)=O)=[CH:27][CH:26]=1, predict the reaction product. The product is: [CH3:14][O:13][C:10]1[CH:9]=[CH:8][C:7]([N:6]2[C:29]([C:28]3[CH:32]=[CH:33][C:25]([O:24][CH3:23])=[CH:26][CH:27]=3)=[N:4][C:3]([C:2]([F:15])([F:16])[F:1])=[N:5]2)=[CH:12][CH:11]=1. (5) Given the reactants C(O)(=O)/C=C\C(O)=O.[F:9][C:10]1[CH:11]=[C:12]2[C:20](=[CH:21][CH:22]=1)[NH:19][C:18]1[CH2:17][CH2:16][C@H:15]([CH2:23][NH:24][CH2:25][C@@H:26]3[O:40][C:30]4=[C:31]5[C:36](=[CH:37][CH:38]=[C:29]4[O:28][CH2:27]3)[N:35]=[C:34]([CH3:39])[CH:33]=[CH:32]5)[CH2:14][C:13]2=1.C(=O)([O-])[O-].[K+].[K+], predict the reaction product. The product is: [F:9][C:10]1[CH:11]=[C:12]2[C:20](=[CH:21][CH:22]=1)[NH:19][C:18]1[CH2:17][CH2:16][C@H:15]([CH2:23][NH:24][CH2:25][C@@H:26]3[O:40][C:30]4=[C:31]5[C:36](=[CH:37][CH:38]=[C:29]4[O:28][CH2:27]3)[N:35]=[C:34]([CH3:39])[CH:33]=[CH:32]5)[CH2:14][C:13]2=1. (6) Given the reactants [O:1]1[CH2:6][CH2:5][CH2:4][CH2:3][CH:2]1[O:7][C:8]1[CH:13]=[CH:12][C:11]([Mg]Br)=[CH:10][CH:9]=1.[CH3:16][N:17]1[CH:21]=[CH:20][N:19]=[C:18]1[CH:22]=[O:23], predict the reaction product. The product is: [CH3:16][N:17]1[CH:21]=[CH:20][N:19]=[C:18]1[CH:22]([C:11]1[CH:12]=[CH:13][C:8]([O:7][CH:2]2[CH2:3][CH2:4][CH2:5][CH2:6][O:1]2)=[CH:9][CH:10]=1)[OH:23].